From a dataset of Catalyst prediction with 721,799 reactions and 888 catalyst types from USPTO. Predict which catalyst facilitates the given reaction. (1) Reactant: Br[C:2]1[CH:3]=[C:4]([C:26]([F:29])([F:28])[F:27])[C:5]2[N:6]([C:8]([Cl:25])=[C:9]([C:11]([N:13]3[CH2:18][CH2:17][CH:16]([N:19]4[CH2:23][CH2:22][O:21][C:20]4=[O:24])[CH2:15][CH2:14]3)=[O:12])[N:10]=2)[CH:7]=1.[CH3:30][N:31](C=O)C. Product: [Cl:25][C:8]1[N:6]2[CH:7]=[C:2]([C:30]#[N:31])[CH:3]=[C:4]([C:26]([F:29])([F:28])[F:27])[C:5]2=[N:10][C:9]=1[C:11]([N:13]1[CH2:18][CH2:17][CH:16]([N:19]2[CH2:23][CH2:22][O:21][C:20]2=[O:24])[CH2:15][CH2:14]1)=[O:12]. The catalyst class is: 267. (2) Reactant: [CH2:1]([C:3]1[CH:8]=[C:7]([C:9]2[CH2:10][CH2:11][NH:12][CH2:13][CH:14]=2)[CH:6]=[CH:5][C:4]=1[N:15]([CH3:26])[C:16]1[N:21]=[CH:20][C:19]2[N:22]=[CH:23][N:24]([CH3:25])[C:18]=2[CH:17]=1)[CH3:2].[S:27]1[C:31]([NH:32][C:33](=[O:41])OC2C=CC=CC=2)=[N:30]C=N1.[CH:42]([N:45](C(C)C)CC)(C)C. Product: [CH2:1]([C:3]1[CH:8]=[C:7]([C:9]2[CH2:10][CH2:11][N:12]([C:33]([NH:32][C:31]3[S:27][CH:42]=[N:45][N:30]=3)=[O:41])[CH2:13][CH:14]=2)[CH:6]=[CH:5][C:4]=1[N:15]([CH3:26])[C:16]1[N:21]=[CH:20][C:19]2[N:22]=[CH:23][N:24]([CH3:25])[C:18]=2[CH:17]=1)[CH3:2]. The catalyst class is: 3.